From a dataset of Peptide-MHC class I binding affinity with 185,985 pairs from IEDB/IMGT. Regression. Given a peptide amino acid sequence and an MHC pseudo amino acid sequence, predict their binding affinity value. This is MHC class I binding data. The peptide sequence is REMGIVDLL. The MHC is HLA-A02:06 with pseudo-sequence HLA-A02:06. The binding affinity (normalized) is 0.532.